This data is from Forward reaction prediction with 1.9M reactions from USPTO patents (1976-2016). The task is: Predict the product of the given reaction. Given the reactants [F:1][C:2]1[CH:3]=[C:4]([N:9]2[C:13]([CH3:15])([CH3:14])[C:12](=[O:16])[N:11]([C:17]3[CH:24]=[CH:23][C:20]([C:21]#[N:22])=[C:19]([C:25]([F:28])([F:27])[F:26])[CH:18]=3)[C:10]2=[S:29])[CH:5]=[CH:6][C:7]=1[OH:8].[O:30]1[CH:32]([CH3:33])[CH:31]1Cl.C(=O)([O-])[O-].[K+].[K+].O, predict the reaction product. The product is: [F:1][C:2]1[CH:3]=[C:4]([N:9]2[C:13]([CH3:14])([CH3:15])[C:12](=[O:16])[N:11]([C:17]3[CH:24]=[CH:23][C:20]([C:21]#[N:22])=[C:19]([C:25]([F:26])([F:27])[F:28])[CH:18]=3)[C:10]2=[S:29])[CH:5]=[CH:6][C:7]=1[O:8][CH2:33][CH:32]1[CH2:31][O:30]1.